Dataset: Full USPTO retrosynthesis dataset with 1.9M reactions from patents (1976-2016). Task: Predict the reactants needed to synthesize the given product. Given the product [C:1]([O:5][CH:6]([C:12]1[C:21]([CH3:22])=[CH:20][C:19]2[C:14](=[CH:15][CH:16]=[CH:17][C:18]=2[C:23]#[C:24][CH2:25][N:26]([CH3:27])[CH3:28])[C:13]=1[C:29]1[CH:30]=[CH:31][C:32]([Cl:35])=[CH:33][CH:34]=1)[C:7]([OH:9])=[O:8])([CH3:4])([CH3:2])[CH3:3], predict the reactants needed to synthesize it. The reactants are: [C:1]([O:5][CH:6]([C:12]1[C:21]([CH3:22])=[CH:20][C:19]2[C:14](=[CH:15][CH:16]=[CH:17][C:18]=2[C:23]#[C:24][CH2:25][N:26]([CH3:28])[CH3:27])[C:13]=1[C:29]1[CH:34]=[CH:33][C:32]([Cl:35])=[CH:31][CH:30]=1)[C:7]([O:9]CC)=[O:8])([CH3:4])([CH3:3])[CH3:2].[OH-].[Li+].